Dataset: Catalyst prediction with 721,799 reactions and 888 catalyst types from USPTO. Task: Predict which catalyst facilitates the given reaction. (1) Reactant: [CH:1]1([N:4]([CH:14]2[CH2:19][CH2:18][NH:17][CH2:16][CH2:15]2)[S:5]([C:8]2[CH:13]=[CH:12][CH:11]=[CH:10][CH:9]=2)(=[O:7])=[O:6])[CH2:3][CH2:2]1.[CH2:20]([O:24][C:25]1[CH:30]=[CH:29][C:28]([S:31](Cl)(=[O:33])=[O:32])=[CH:27][CH:26]=1)[CH2:21][CH2:22][CH3:23].CCN(C(C)C)C(C)C. Product: [CH2:20]([O:24][C:25]1[CH:30]=[CH:29][C:28]([S:31]([N:17]2[CH2:18][CH2:19][CH:14]([N:4]([CH:1]3[CH2:3][CH2:2]3)[S:5]([C:8]3[CH:13]=[CH:12][CH:11]=[CH:10][CH:9]=3)(=[O:6])=[O:7])[CH2:15][CH2:16]2)(=[O:33])=[O:32])=[CH:27][CH:26]=1)[CH2:21][CH2:22][CH3:23]. The catalyst class is: 4. (2) Reactant: [S:1]1[C:5]2[CH:6]=[CH:7][CH:8]=[CH:9][C:4]=2[N:3]=[C:2]1[C:10]1[CH:19]=[C:18]2[C:13]([N:14]=[CH:15][CH:16]=[N:17]2)=[C:12]([C:20]([NH:22][CH2:23][C:24]([O:26]CC)=[O:25])=[O:21])[C:11]=1[OH:29].[OH-].[Na+]. Product: [S:1]1[C:5]2[CH:6]=[CH:7][CH:8]=[CH:9][C:4]=2[N:3]=[C:2]1[C:10]1[CH:19]=[C:18]2[C:13]([N:14]=[CH:15][CH:16]=[N:17]2)=[C:12]([C:20]([NH:22][CH2:23][C:24]([OH:26])=[O:25])=[O:21])[C:11]=1[OH:29]. The catalyst class is: 8. (3) Reactant: [NH:1]1[CH:5]=[CH:4][CH:3]=[N:2]1.C(=O)([O-])[O-].[K+].[K+].CN(C)C=O.[CH:17]([C:21]1[C:22]([NH:32][CH2:33][C:34]([F:37])([F:36])[F:35])=[N:23][C:24](S(C)(=O)=O)=[N:25][C:26]=1[Cl:27])([CH2:19][CH3:20])[CH3:18]. Product: [CH:17]([C:21]1[C:22]([NH:32][CH2:33][C:34]([F:35])([F:36])[F:37])=[N:23][C:24]([N:1]2[CH:5]=[CH:4][CH:3]=[N:2]2)=[N:25][C:26]=1[Cl:27])([CH2:19][CH3:20])[CH3:18]. The catalyst class is: 6. (4) Reactant: [Cl:1][C:2]1[N:7]=[C:6](Cl)[CH:5]=[CH:4][N:3]=1.Cl.[NH2:10][C:11]1[C:16]([CH3:17])=[CH:15][C:14](/[CH:18]=[CH:19]/[C:20]#[N:21])=[CH:13][C:12]=1[CH3:22].C(N(CC)C(C)C)(C)C.C(Cl)Cl. Product: [Cl:1][C:2]1[N:7]=[C:6]([NH:10][C:11]2[C:16]([CH3:17])=[CH:15][C:14](/[CH:18]=[CH:19]/[C:20]#[N:21])=[CH:13][C:12]=2[CH3:22])[CH:5]=[CH:4][N:3]=1. The catalyst class is: 6. (5) Reactant: [O:1]1CCO[CH:2]1[C:6]1[CH:23]=[CH:22][CH:21]=[CH:20][C:7]=1[CH2:8][N:9]1[C:14]2[CH:15]=[CH:16][NH:17][C:13]=2[C:12](=[O:18])[NH:11][C:10]1=[S:19].C(O)(C(F)(F)F)=O. Product: [O:18]=[C:12]1[NH:11][C:10](=[S:19])[N:9]([CH2:8][C:7]2[CH:20]=[CH:21][CH:22]=[CH:23][C:6]=2[CH:2]=[O:1])[C:14]2[CH:15]=[CH:16][NH:17][C:13]1=2. The catalyst class is: 2. (6) Reactant: C[O:2][C:3](=[O:24])[CH:4]([C:13]1[CH:18]=[CH:17][C:16]([S:19]([CH3:22])(=[O:21])=[O:20])=[C:15]([Cl:23])[CH:14]=1)[CH2:5][CH:6]1[CH2:11][CH2:10][C:9](=[O:12])[CH2:8][CH2:7]1.[OH-].[Li+]. Product: [Cl:23][C:15]1[CH:14]=[C:13]([CH:4]([CH2:5][CH:6]2[CH2:11][CH2:10][C:9](=[O:12])[CH2:8][CH2:7]2)[C:3]([OH:24])=[O:2])[CH:18]=[CH:17][C:16]=1[S:19]([CH3:22])(=[O:21])=[O:20]. The catalyst class is: 24. (7) Reactant: [F:1][C:2]([F:27])([F:26])[C:3]([N:5]([CH2:15][C:16]1([C:22]([O:24][CH3:25])=[O:23])[CH2:21][CH2:20][NH:19][CH2:18][CH2:17]1)[C@@H:6]1[CH2:8][C@H:7]1[C:9]1[CH:14]=[CH:13][CH:12]=[CH:11][CH:10]=1)=[O:4].[CH:28](=O)[C:29]1[CH:34]=[CH:33][CH:32]=[CH:31][CH:30]=1.C(O[BH-](OC(=O)C)OC(=O)C)(=O)C.[Na+]. The catalyst class is: 26. Product: [CH2:28]([N:19]1[CH2:20][CH2:21][C:16]([CH2:15][N:5]([C@@H:6]2[CH2:8][C@H:7]2[C:9]2[CH:14]=[CH:13][CH:12]=[CH:11][CH:10]=2)[C:3](=[O:4])[C:2]([F:1])([F:26])[F:27])([C:22]([O:24][CH3:25])=[O:23])[CH2:17][CH2:18]1)[C:29]1[CH:34]=[CH:33][CH:32]=[CH:31][CH:30]=1. (8) Reactant: [Cl:1][C:2]1[C:7]([C:8]([F:11])([F:10])[F:9])=[CH:6][C:5]([N+:12]([O-])=O)=[CH:4][N:3]=1. Product: [NH2:12][C:5]1[CH:6]=[C:7]([C:8]([F:11])([F:10])[F:9])[C:2]([Cl:1])=[N:3][CH:4]=1. The catalyst class is: 292.